This data is from Catalyst prediction with 721,799 reactions and 888 catalyst types from USPTO. The task is: Predict which catalyst facilitates the given reaction. (1) Reactant: [CH3:1][N:2]1[CH:6]=[C:5]([C:7]2[C:8]([C:24]([N:26]3[CH2:31][CH2:30][O:29][CH2:28][CH2:27]3)=[O:25])=[CH:9][C:10]([O:16][CH2:17][C:18]3[CH:23]=[CH:22][CH:21]=[CH:20][CH:19]=3)=[C:11]([CH:15]=2)[C:12]([OH:14])=O)[CH:4]=[N:3]1.C(N(C(C)C)CC)(C)C.[NH2:41][C:42]1[CH:43]=[N:44][CH:45]=[CH:46][CH:47]=1.ON1C2N=CC=CC=2N=N1.C(Cl)CCl. Product: [CH3:1][N:2]1[CH:6]=[C:5]([C:7]2[C:8]([C:24]([N:26]3[CH2:31][CH2:30][O:29][CH2:28][CH2:27]3)=[O:25])=[CH:9][C:10]([O:16][CH2:17][C:18]3[CH:19]=[CH:20][CH:21]=[CH:22][CH:23]=3)=[C:11]([CH:15]=2)[C:12]([NH:41][C:42]2[CH:43]=[N:44][CH:45]=[CH:46][CH:47]=2)=[O:14])[CH:4]=[N:3]1. The catalyst class is: 9. (2) Reactant: [C:1]([C:3]1[N:4]=[C:5]([C:16]([OH:18])=O)[N:6]([CH2:8][O:9][CH2:10][CH2:11][Si:12]([CH3:15])([CH3:14])[CH3:13])[CH:7]=1)#[N:2].[K+].C(C1N=C(C([O-])=O)N(COCC[Si](C)(C)C)C=1)#N.N1C=CC=CC=1.O=S(Cl)Cl.[C:48]([NH:52][S:53]([CH2:56][CH2:57][C:58]1[CH:63]=[CH:62][C:61]([NH2:64])=[C:60]([C:65]2[CH2:70][CH2:69][CH2:68][CH2:67][CH:66]=2)[CH:59]=1)(=[O:55])=[O:54])([CH3:51])([CH3:50])[CH3:49]. Product: [C:48]([NH:52][S:53]([CH2:56][CH2:57][C:58]1[CH:63]=[CH:62][C:61]([NH:64][C:16]([C:5]2[N:6]([CH2:8][O:9][CH2:10][CH2:11][Si:12]([CH3:13])([CH3:14])[CH3:15])[CH:7]=[C:3]([C:1]#[N:2])[N:4]=2)=[O:18])=[C:60]([C:65]2[CH2:70][CH2:69][CH2:68][CH2:67][CH:66]=2)[CH:59]=1)(=[O:54])=[O:55])([CH3:51])([CH3:49])[CH3:50]. The catalyst class is: 34. (3) Reactant: [F:1][C:2]([F:12])([F:11])[C:3]1[CH:8]=[CH:7][CH:6]=[CH:5][C:4]=1[NH:9]N.O.[NH:14]1[CH2:19][CH2:18][C:17](=O)[CH2:16][CH2:15]1.[ClH:21]. Product: [ClH:21].[ClH:21].[F:1][C:2]([F:12])([F:11])[C:3]1[C:4]2[NH:9][C:17]3[CH2:18][CH2:19][NH:14][CH2:15][C:16]=3[C:5]=2[CH:6]=[CH:7][CH:8]=1. The catalyst class is: 32. (4) Reactant: [CH2:1]([N:8]1[C:12]([C:13]2[CH:18]=[CH:17][C:16]([F:19])=[CH:15][CH:14]=2)=[C:11]([C:20]2[CH:25]=[CH:24][N:23]=[C:22]([F:26])[CH:21]=2)[NH:10][C:9]1=O)[C:2]1[CH:7]=[CH:6][CH:5]=[CH:4][CH:3]=1.[Cl-:28].[NH4+]. Product: [CH2:1]([N:8]1[C:12]([C:13]2[CH:18]=[CH:17][C:16]([F:19])=[CH:15][CH:14]=2)=[C:11]([C:20]2[CH:25]=[CH:24][N:23]=[C:22]([F:26])[CH:21]=2)[N:10]=[C:9]1[Cl:28])[C:2]1[CH:7]=[CH:6][CH:5]=[CH:4][CH:3]=1. The catalyst class is: 286. (5) Reactant: [CH:1]1([N:7]=C=NC2CCCCC2)CCCC[CH2:2]1.[C:16]([OH:22])([C:18](F)(F)F)=[O:17].C(O[C:27](=[O:29])[CH3:28])(=O)C.[C:30]([O-:33])([O-])=[O:31].[K+].[K+].Cl. Product: [C:27]([NH:7][C@H:1]([C:30]([OH:33])=[O:31])[CH2:2][CH2:18][C:16]([OH:22])=[O:17])(=[O:29])[CH3:28]. The catalyst class is: 2.